This data is from Peptide-MHC class I binding affinity with 185,985 pairs from IEDB/IMGT. The task is: Regression. Given a peptide amino acid sequence and an MHC pseudo amino acid sequence, predict their binding affinity value. This is MHC class I binding data. The peptide sequence is TALAFHLTTR. The MHC is HLA-A31:01 with pseudo-sequence HLA-A31:01. The binding affinity (normalized) is 0.0210.